Dataset: Forward reaction prediction with 1.9M reactions from USPTO patents (1976-2016). Task: Predict the product of the given reaction. (1) The product is: [CH3:1][O:2][C:3]([C:5]1[N:51]([NH:50][CH2:47][CH2:48][OH:49])[C:7](=[O:23])[C:8]2[C:13]([C:14]=1[C:15]1[CH:16]=[CH:17][C:18]([CH3:21])=[CH:19][CH:20]=1)=[CH:12][C:11]([Cl:22])=[CH:10][CH:9]=2)=[O:4]. Given the reactants [CH3:1][O:2][C:3]([C:5]1O[C:7](=[O:23])[C:8]2[C:13]([C:14]=1[C:15]1[CH:20]=[CH:19][C:18]([CH3:21])=[CH:17][CH:16]=1)=[CH:12][C:11]([Cl:22])=[CH:10][CH:9]=2)=[O:4].COC(C1OC(=O)C2C(C=1C1C=CC(C)=CC=1)=CC=C(Cl)C=2)=O.[CH2:47]([NH:50][NH2:51])[CH2:48][OH:49].S(=O)(=O)(O)O, predict the reaction product. (2) Given the reactants ClC1N=NC(NS(CC2C=C(C#N)C=CC=2Cl)(=O)=O)=C(O)C=1.[Cl:23][C:24]1[CH:25]=[C:26]([O:42]C)[C:27]([NH:30][S:31]([CH2:34][C:35]2[CH:39]=[C:38]([C:40]#[N:41])[S:37][CH:36]=2)(=[O:33])=[O:32])=[N:28][CH:29]=1.ClC1N=NC(NS(CC2C=C(C#N)C=CC=2Cl)(=O)=O)=C(OC)C=1, predict the reaction product. The product is: [Cl:23][C:24]1[CH:25]=[C:26]([OH:42])[C:27]([NH:30][S:31]([CH2:34][C:35]2[CH:39]=[C:38]([C:40]#[N:41])[S:37][CH:36]=2)(=[O:33])=[O:32])=[N:28][CH:29]=1. (3) Given the reactants [Br:1][C:2](=[CH2:6])[CH2:3][CH2:4][OH:5].[CH:7]([O:9][CH2:10][CH3:11])=[CH2:8], predict the reaction product. The product is: [Br:1][C:2]([CH2:3][CH2:4][O:5][CH:7]([O:9][CH2:10][CH3:11])[CH3:8])=[CH2:6]. (4) Given the reactants [CH3:1][Si]([N-][Si](C)(C)C)(C)C.[K+].[Br:11][C:12]1[CH:13]=[C:14]([C:18]2([CH:33]=O)[CH2:22][CH2:21][N:20]([C:23]([O:25][CH2:26][C:27]3[CH:32]=[CH:31][CH:30]=[CH:29][CH:28]=3)=[O:24])[CH2:19]2)[CH:15]=[CH:16][CH:17]=1, predict the reaction product. The product is: [Br:11][C:12]1[CH:13]=[C:14]([C:18]2([CH:33]=[CH2:1])[CH2:22][CH2:21][N:20]([C:23]([O:25][CH2:26][C:27]3[CH:32]=[CH:31][CH:30]=[CH:29][CH:28]=3)=[O:24])[CH2:19]2)[CH:15]=[CH:16][CH:17]=1. (5) Given the reactants [C:1]([O:5][C:6](=[O:21])[NH:7][C:8]1[CH:13]=[CH:12][C:11]([C:14]2[CH:19]=[CH:18][CH:17]=[CH:16][CH:15]=2)=[CH:10][C:9]=1[NH2:20])([CH3:4])([CH3:3])[CH3:2].C([O:24][C:25](=O)[CH2:26][C:27](=[O:33])[C:28]1[CH:32]=[CH:31][S:30][CH:29]=1)C, predict the reaction product. The product is: [C:1]([O:5][C:6](=[O:21])[NH:7][C:8]1[CH:13]=[CH:12][C:11]([C:14]2[CH:15]=[CH:16][CH:17]=[CH:18][CH:19]=2)=[CH:10][C:9]=1[NH:20][C:25](=[O:24])[CH2:26][C:27](=[O:33])[C:28]1[CH:32]=[CH:31][S:30][CH:29]=1)([CH3:4])([CH3:2])[CH3:3]. (6) Given the reactants [C:1]([CH2:4][CH2:5][O:6][C:7](=[O:10])[CH:8]=[CH2:9])(O)=O.[CH2:11](S)CCC[CH2:15][CH2:16][CH2:17][CH2:18][CH2:19][CH2:20][CH2:21][CH3:22].S(OOS([O-])(=O)=O)([O-])(=O)=O.[NH4+].[NH4+], predict the reaction product. The product is: [CH2:22]=[CH:21][C:20]1[CH:15]=[CH:16][CH:17]=[CH:18][CH:19]=1.[C:7]([O:6][CH2:5][CH2:4][CH2:1][CH3:11])(=[O:10])[CH:8]=[CH2:9]. (7) Given the reactants [NH:1]1[CH2:6][CH2:5][CH2:4][CH2:3][CH2:2]1.[CH3:7][O:8][C:9]1[CH:14]=[CH:13][C:12]([N:15]2[CH2:20][CH2:19][N:18]([C:21]3[C:22]([CH3:35])=[C:23]([CH3:34])[C:24]4[O:28][C:27]([CH3:30])([CH3:29])[CH:26](O)[C:25]=4[C:32]=3[CH3:33])[CH2:17][CH2:16]2)=[CH:11][CH:10]=1, predict the reaction product. The product is: [CH3:7][O:8][C:9]1[CH:10]=[CH:11][C:12]([N:15]2[CH2:20][CH2:19][N:18]([C:21]3[C:22]([CH3:35])=[C:23]([CH3:34])[C:24]4[O:28][C:27]([CH3:29])([CH3:30])[CH:26]([N:1]5[CH2:6][CH2:5][CH2:4][CH2:3][CH2:2]5)[C:25]=4[C:32]=3[CH3:33])[CH2:17][CH2:16]2)=[CH:13][CH:14]=1. (8) The product is: [CH2:1]([O:8][C:9](=[O:29])[CH:10]([NH:11][C:12]([O:14][C:15]([CH3:16])([CH3:18])[CH3:17])=[O:13])[CH2:19][C:20]1[C:28]2[C:23](=[CH:24][CH:25]=[CH:26][CH:27]=2)[N:22]([CH2:34][C:33]2[CH:36]=[CH:37][C:38]([F:39])=[C:31]([F:30])[CH:32]=2)[CH:21]=1)[C:2]1[CH:7]=[CH:6][CH:5]=[CH:4][CH:3]=1. Given the reactants [CH2:1]([O:8][C:9](=[O:29])[C@H:10]([CH2:19][C:20]1[C:28]2[C:23](=[CH:24][CH:25]=[CH:26][CH:27]=2)[NH:22][CH:21]=1)[NH:11][C:12]([O:14][C:15]([CH3:18])([CH3:17])[CH3:16])=[O:13])[C:2]1[CH:7]=[CH:6][CH:5]=[CH:4][CH:3]=1.[F:30][C:31]1[CH:32]=[C:33]([CH:36]=[CH:37][C:38]=1[F:39])[CH2:34]Br.[H-].[Na+], predict the reaction product.